This data is from Peptide-MHC class II binding affinity with 134,281 pairs from IEDB. The task is: Regression. Given a peptide amino acid sequence and an MHC pseudo amino acid sequence, predict their binding affinity value. This is MHC class II binding data. (1) The peptide sequence is EPFPKRVWEQIFSTW. The MHC is DRB1_0401 with pseudo-sequence DRB1_0401. The binding affinity (normalized) is 0.335. (2) The peptide sequence is AKSSPAYPSVLGQTI. The MHC is DRB5_0101 with pseudo-sequence DRB5_0101. The binding affinity (normalized) is 0.253. (3) The peptide sequence is GPKEPFRDYVDRFYKTLR. The MHC is HLA-DQA10501-DQB10201 with pseudo-sequence HLA-DQA10501-DQB10201. The binding affinity (normalized) is 0.170.